Dataset: CYP2C9 inhibition data for predicting drug metabolism from PubChem BioAssay. Task: Regression/Classification. Given a drug SMILES string, predict its absorption, distribution, metabolism, or excretion properties. Task type varies by dataset: regression for continuous measurements (e.g., permeability, clearance, half-life) or binary classification for categorical outcomes (e.g., BBB penetration, CYP inhibition). Dataset: cyp2c9_veith. (1) The molecule is CC1(C)S[C@@H]2[C@H](NC(=O)[C@@H](NC(=O)N3CCNC3=O)c3ccccc3)C(=O)N2[C@H]1C(=O)[O-].[Na+]. The result is 0 (non-inhibitor). (2) The molecule is Cc1ccc(S(=O)(=O)NCCSc2nnnn2C)cc1. The result is 0 (non-inhibitor). (3) The drug is CCN1CCN(CCCNC(=O)c2cc3cc4ccc(OC)cc4nc3o2)CC1. The result is 0 (non-inhibitor).